This data is from NCI-60 drug combinations with 297,098 pairs across 59 cell lines. The task is: Regression. Given two drug SMILES strings and cell line genomic features, predict the synergy score measuring deviation from expected non-interaction effect. Drug 1: C1CCC(C1)C(CC#N)N2C=C(C=N2)C3=C4C=CNC4=NC=N3. Cell line: LOX IMVI. Drug 2: CC1=C(C=C(C=C1)C(=O)NC2=CC(=CC(=C2)C(F)(F)F)N3C=C(N=C3)C)NC4=NC=CC(=N4)C5=CN=CC=C5. Synergy scores: CSS=2.37, Synergy_ZIP=-3.29, Synergy_Bliss=-4.73, Synergy_Loewe=-1.52, Synergy_HSA=-1.34.